From a dataset of Forward reaction prediction with 1.9M reactions from USPTO patents (1976-2016). Predict the product of the given reaction. (1) Given the reactants [CH:1]1([CH2:4][O:5][C:6]2[C:7]([CH3:14])=[CH:8][C:9]([CH:12]=O)=[N:10][CH:11]=2)[CH2:3][CH2:2]1.[CH3:15][C:16]([S@:19]([NH2:21])=[O:20])([CH3:18])[CH3:17], predict the reaction product. The product is: [CH:1]1([CH2:4][O:5][C:6]2[C:7]([CH3:14])=[CH:8][C:9](/[CH:12]=[N:21]/[S@@:19]([C:16]([CH3:18])([CH3:17])[CH3:15])=[O:20])=[N:10][CH:11]=2)[CH2:3][CH2:2]1. (2) Given the reactants C(OC([N:8]1[CH2:13][CH2:12][CH:11]([CH2:14][N:15]([CH3:36])[C:16](=[O:35])[C:17]2[CH:22]=[CH:21][C:20]([C:23]3[NH:24][C:25](=[O:34])[C:26]4[C:31]([CH:32]=3)=[C:30]([CH3:33])[CH:29]=[CH:28][CH:27]=4)=[CH:19][CH:18]=2)[CH2:10][CH2:9]1)=O)(C)(C)C.Cl.O1CCOCC1, predict the reaction product. The product is: [CH3:36][N:15]([CH2:14][CH:11]1[CH2:10][CH2:9][NH:8][CH2:13][CH2:12]1)[C:16](=[O:35])[C:17]1[CH:18]=[CH:19][C:20]([C:23]2[NH:24][C:25](=[O:34])[C:26]3[C:31]([CH:32]=2)=[C:30]([CH3:33])[CH:29]=[CH:28][CH:27]=3)=[CH:21][CH:22]=1. (3) The product is: [CH:27]1[C:28]2[C:33](=[CH:32][CH:31]=[CH:30][CH:29]=2)[CH:34]=[CH:35][C:26]=1[S:23]([NH:22][CH:15]([C:16]1[CH:17]=[CH:18][CH:19]=[CH:20][CH:21]=1)[CH2:14][C:13]([NH:12][CH:11]1[CH2:10][S:9](=[O:37])(=[O:38])[N:8]([CH3:39])[C:7]2[CH:40]=[C:3]([CH2:2][N:46]3[CH2:51][CH2:50][CH2:49][CH2:48][CH2:47]3)[CH:4]=[CH:5][C:6]1=2)=[O:36])(=[O:25])=[O:24]. Given the reactants O[CH2:2][C:3]1[CH:4]=[CH:5][C:6]2[CH:11]([NH:12][C:13](=[O:36])[CH2:14][CH:15]([NH:22][S:23]([C:26]3[CH:35]=[CH:34][C:33]4[C:28](=[CH:29][CH:30]=[CH:31][CH:32]=4)[CH:27]=3)(=[O:25])=[O:24])[C:16]3[CH:21]=[CH:20][CH:19]=[CH:18][CH:17]=3)[CH2:10][S:9](=[O:38])(=[O:37])[N:8]([CH3:39])[C:7]=2[CH:40]=1.S([O-])(=O)(=O)C.[NH:46]1[CH2:51][CH2:50][CH2:49][CH2:48][CH2:47]1, predict the reaction product. (4) Given the reactants [CH:1]([C:4]1[O:8][C:7]([C@@H:9]2[CH2:14][N:13]([CH3:15])[C@@H:12]([C:16]([O:18]CC)=[O:17])[CH2:11][CH2:10]2)=[N:6][N:5]=1)([CH3:3])[CH3:2].[OH-].[Na+:22], predict the reaction product. The product is: [CH:1]([C:4]1[O:8][C:7]([CH:9]2[CH2:14][N:13]([CH3:15])[CH:12]([C:16]([O-:18])=[O:17])[CH2:11][CH2:10]2)=[N:6][N:5]=1)([CH3:3])[CH3:2].[Na+:22]. (5) The product is: [CH2:32]([O:31][C:29]([C:28]1[C:21]2[C:20]([C:16]3[CH:17]=[CH:18][CH:19]=[C:14]([NH:13][C:11](=[O:12])[C:10]([CH2:9][OH:8])=[CH2:34])[CH:15]=3)=[N:25][CH:24]=[N:23][C:22]=2[NH:26][CH:27]=1)=[O:30])[CH3:33]. Given the reactants [Si]([O:8][CH2:9][C:10](=[CH2:34])[C:11]([NH:13][C:14]1[CH:15]=[C:16]([C:20]2[C:21]3[C:28]([C:29]([O:31][CH2:32][CH3:33])=[O:30])=[CH:27][NH:26][C:22]=3[N:23]=[CH:24][N:25]=2)[CH:17]=[CH:18][CH:19]=1)=[O:12])(C(C)(C)C)(C)C.CCCC[N+](CCCC)(CCCC)CCCC.[F-], predict the reaction product. (6) The product is: [CH2:1]([C:3]1[CH:8]=[C:7]([C:9]([F:12])([F:10])[F:11])[N:6]=[C:5]([C@H:13]([N:15]([CH3:23])[S@:16]([C:18]([CH3:19])([CH3:21])[CH3:20])=[O:17])[CH3:14])[CH:4]=1)[CH3:2]. Given the reactants [CH2:1]([C:3]1[CH:8]=[C:7]([C:9]([F:12])([F:11])[F:10])[N:6]=[C:5]([C@H:13]([NH:15][S@:16]([C:18]([CH3:21])([CH3:20])[CH3:19])=[O:17])[CH3:14])[CH:4]=1)[CH3:2].[Li+].[CH3:23][Si]([N-][Si](C)(C)C)(C)C.CI, predict the reaction product. (7) The product is: [N+:1]([C:4]1[CH:11]=[CH:10][C:7]([CH:8]=[C:13]([C:12]([O:28][CH:29]2[CH:34]([CH:35]([CH3:37])[CH3:36])[CH2:33][CH2:32][CH:31]([CH3:38])[CH2:30]2)=[O:27])[C:14]([O:16][CH:17]2[CH:22]([CH:23]([CH3:25])[CH3:24])[CH2:21][CH2:20][CH:19]([CH3:26])[CH2:18]2)=[O:15])=[CH:6][CH:5]=1)([O-:3])=[O:2]. Given the reactants [N+:1]([C:4]1[CH:11]=[CH:10][C:7]([CH:8]=O)=[CH:6][CH:5]=1)([O-:3])=[O:2].[C:12]([O:28][CH:29]1[CH:34]([CH:35]([CH3:37])[CH3:36])[CH2:33][CH2:32][CH:31]([CH3:38])[CH2:30]1)(=[O:27])[CH2:13][C:14]([O:16][CH:17]1[CH:22]([CH:23]([CH3:25])[CH3:24])[CH2:21][CH2:20][CH:19]([CH3:26])[CH2:18]1)=[O:15].O, predict the reaction product. (8) Given the reactants [Cl:1][CH2:2][C:3]([C:5]1[CH:10]=[CH:9][C:8]([F:11])=[CH:7][C:6]=1[F:12])=O.Cl.[NH2:14][OH:15].C([O-])(=O)C.[Na+], predict the reaction product. The product is: [Cl:1][CH2:2][C:3](=[N:14][OH:15])[C:5]1[CH:10]=[CH:9][C:8]([F:11])=[CH:7][C:6]=1[F:12]. (9) Given the reactants [F:1][C:2]1[CH:7]=[CH:6][C:5]([C:8]2[N:12]=[C:11]([CH2:13][CH2:14][NH2:15])[NH:10][N:9]=2)=[CH:4][CH:3]=1.[F:16][C:17]([F:33])([F:32])[C:18]1[O:22][N:21]=[C:20]([C:23]2[CH:24]=[C:25]([CH:29]=[CH:30][CH:31]=2)[C:26](O)=[O:27])[N:19]=1, predict the reaction product. The product is: [F:1][C:2]1[CH:3]=[CH:4][C:5]([C:8]2[N:12]=[C:11]([CH2:13][CH2:14][NH:15][C:26](=[O:27])[C:25]3[CH:29]=[CH:30][CH:31]=[C:23]([C:20]4[N:19]=[C:18]([C:17]([F:33])([F:32])[F:16])[O:22][N:21]=4)[CH:24]=3)[NH:10][N:9]=2)=[CH:6][CH:7]=1. (10) Given the reactants [CH3:1][C:2]1([CH3:52])[C:14]2[CH:13]=[C:12]([C:15]3[CH:16]=[C:17]([C:30]4[N:35]=[C:34]([C:36]5[CH:41]=[CH:40][CH:39]=[CH:38][CH:37]=5)[N:33]=[C:32]([C:42]5[CH:47]=[CH:46][CH:45]=[CH:44][CH:43]=5)[N:31]=4)[CH:18]=[C:19](B4OC(C)(C)C(C)(C)O4)[CH:20]=3)[C:11]3[CH:48]=[CH:49][CH:50]=[CH:51][C:10]=3[C:9]=2[C:8]2[CH:7]=[CH:6][CH:5]=[CH:4][C:3]1=2.Br[C:54]1[CH:55]=[CH:56][C:57]([CH3:60])=[N:58][CH:59]=1.C(=O)([O-])[O-].[K+].[K+].O, predict the reaction product. The product is: [CH3:1][C:2]1([CH3:52])[C:14]2[CH:13]=[C:12]([C:15]3[CH:16]=[C:17]([C:30]4[N:35]=[C:34]([C:36]5[CH:41]=[CH:40][CH:39]=[CH:38][CH:37]=5)[N:33]=[C:32]([C:42]5[CH:43]=[CH:44][CH:45]=[CH:46][CH:47]=5)[N:31]=4)[CH:18]=[C:19]([C:54]4[CH:59]=[N:58][C:57]([CH3:60])=[CH:56][CH:55]=4)[CH:20]=3)[C:11]3[CH:48]=[CH:49][CH:50]=[CH:51][C:10]=3[C:9]=2[C:8]2[CH:7]=[CH:6][CH:5]=[CH:4][C:3]1=2.